From a dataset of Forward reaction prediction with 1.9M reactions from USPTO patents (1976-2016). Predict the product of the given reaction. (1) Given the reactants [Cl:1][C:2]1[CH:3]=[C:4]([C:8]2[C:13]([O:14][CH3:15])=[CH:12][CH:11]=[C:10]([CH2:16][C:17]3[CH:22]=[CH:21][C:20]([NH2:23])=[CH:19][CH:18]=3)[C:9]=2[F:24])[CH:5]=[CH:6][CH:7]=1.[O-:25][C:26]#[N:27].[Na+].CC(C)=O.CCCCCC, predict the reaction product. The product is: [Cl:1][C:2]1[CH:3]=[C:4]([C:8]2[C:13]([O:14][CH3:15])=[CH:12][CH:11]=[C:10]([CH2:16][C:17]3[CH:18]=[CH:19][C:20]([NH:23][C:26]([NH2:27])=[O:25])=[CH:21][CH:22]=3)[C:9]=2[F:24])[CH:5]=[CH:6][CH:7]=1. (2) Given the reactants [C:1]([O:5][C:6]([N:8]1[CH2:13][CH2:12][N:11]([C:14]([C:16]2[C:17]3[C:31](/[CH:32]=[CH:33]/[C:34]4[CH:39]=[CH:38][CH:37]=[CH:36][CH:35]=4)=[N:30][N:29]([CH:40]4[CH2:45][CH2:44][CH2:43][CH2:42][O:41]4)[C:18]=3[N:19]=[C:20]([C:22]3[CH:27]=[CH:26][C:25]([OH:28])=[CH:24][CH:23]=3)[CH:21]=2)=[O:15])[CH2:10][CH2:9]1)=[O:7])([CH3:4])([CH3:3])[CH3:2], predict the reaction product. The product is: [C:1]([O:5][C:6]([N:8]1[CH2:9][CH2:10][N:11]([C:14]([C:16]2[C:17]3[C:31]([CH2:32][CH2:33][C:34]4[CH:39]=[CH:38][CH:37]=[CH:36][CH:35]=4)=[N:30][N:29]([CH:40]4[CH2:45][CH2:44][CH2:43][CH2:42][O:41]4)[C:18]=3[N:19]=[C:20]([C:22]3[CH:23]=[CH:24][C:25]([OH:28])=[CH:26][CH:27]=3)[CH:21]=2)=[O:15])[CH2:12][CH2:13]1)=[O:7])([CH3:4])([CH3:2])[CH3:3].